This data is from NCI-60 drug combinations with 297,098 pairs across 59 cell lines. The task is: Regression. Given two drug SMILES strings and cell line genomic features, predict the synergy score measuring deviation from expected non-interaction effect. Drug 1: COC1=CC(=CC(=C1O)OC)C2C3C(COC3=O)C(C4=CC5=C(C=C24)OCO5)OC6C(C(C7C(O6)COC(O7)C8=CC=CS8)O)O. Drug 2: CN(C)N=NC1=C(NC=N1)C(=O)N. Cell line: NCI/ADR-RES. Synergy scores: CSS=2.56, Synergy_ZIP=0.335, Synergy_Bliss=1.64, Synergy_Loewe=0.372, Synergy_HSA=0.913.